This data is from Full USPTO retrosynthesis dataset with 1.9M reactions from patents (1976-2016). The task is: Predict the reactants needed to synthesize the given product. Given the product [OH:31][C@@H:27]([CH2:26][NH:25][C:3]([C:5]1[N:6]=[CH:7][C:8]2[C:13]([C:14]=1[OH:15])=[CH:12][CH:11]=[C:10]([O:16][C:17]1[CH:22]=[CH:21][C:20]([O:23][CH3:24])=[CH:19][CH:18]=1)[CH:9]=2)=[O:4])[C:28]([OH:30])=[O:29], predict the reactants needed to synthesize it. The reactants are: CO[C:3]([C:5]1[N:6]=[CH:7][C:8]2[C:13]([C:14]=1[OH:15])=[CH:12][CH:11]=[C:10]([O:16][C:17]1[CH:22]=[CH:21][C:20]([O:23][CH3:24])=[CH:19][CH:18]=1)[CH:9]=2)=[O:4].[NH2:25][CH2:26][C@H:27]([OH:31])[C:28]([OH:30])=[O:29].C[O-].[Na+].CO.